From a dataset of Peptide-MHC class I binding affinity with 185,985 pairs from IEDB/IMGT. Regression. Given a peptide amino acid sequence and an MHC pseudo amino acid sequence, predict their binding affinity value. This is MHC class I binding data. (1) The peptide sequence is FIRYRMHPM. The MHC is HLA-B08:01 with pseudo-sequence HLA-B08:01. The binding affinity (normalized) is 1.00. (2) The peptide sequence is SSPLFNNFYK. The MHC is HLA-A33:01 with pseudo-sequence HLA-A33:01. The binding affinity (normalized) is 0.311. (3) The peptide sequence is KPTFKHASV. The MHC is HLA-A02:16 with pseudo-sequence HLA-A02:16. The binding affinity (normalized) is 0.0847. (4) The peptide sequence is SALMTLDDL. The MHC is HLA-A68:02 with pseudo-sequence HLA-A68:02. The binding affinity (normalized) is 0.182.